From a dataset of Forward reaction prediction with 1.9M reactions from USPTO patents (1976-2016). Predict the product of the given reaction. (1) The product is: [Br:1][C:2]1[CH:10]=[CH:9][CH:8]=[CH:7][C:3]=1[C:4]([O-:6])=[O:5].[K+:15]. Given the reactants [Br:1][C:2]1[CH:10]=[CH:9][CH:8]=[CH:7][C:3]=1[C:4]([OH:6])=[O:5].C(=O)([O-])[O-].[K+:15].[K+].CC1C=CC=C(C)C=1N.C(=O)=O, predict the reaction product. (2) The product is: [CH3:13][CH:14]([CH3:24])[CH2:15][CH2:16][CH2:17][CH2:18][CH2:19][CH2:20][C:21]([O:12][CH2:1][C:2]1[CH:11]=[CH:10][C:7]([O:8][CH3:9])=[C:4]([O:5][CH3:6])[CH:3]=1)=[O:22]. Given the reactants [CH2:1]([OH:12])[C:2]1[CH:11]=[CH:10][C:7]([O:8][CH3:9])=[C:4]([O:5][CH3:6])[CH:3]=1.[CH3:13][CH:14]([CH3:24])[CH2:15][CH2:16][CH2:17][CH2:18][CH2:19][CH2:20][C:21](O)=[O:22].O, predict the reaction product. (3) Given the reactants [NH2:1][C:2]1[CH:3]=[C:4]2[C:13](=[CH:14][CH:15]=1)[O:12][CH2:11][C:10]1[N:5]2[CH:6]([CH3:17])[C:7](=[O:16])[NH:8][N:9]=1.[C:18]([O:22][C:23]([N:25]1[CH2:28][C:27](=O)[CH2:26]1)=[O:24])([CH3:21])([CH3:20])[CH3:19].C([BH3-])#N.[Na+], predict the reaction product. The product is: [C:18]([O:22][C:23]([N:25]1[CH2:28][CH:27]([NH:1][C:2]2[CH:3]=[C:4]3[C:13](=[CH:14][CH:15]=2)[O:12][CH2:11][C:10]2[N:5]3[CH:6]([CH3:17])[C:7](=[O:16])[NH:8][N:9]=2)[CH2:26]1)=[O:24])([CH3:21])([CH3:19])[CH3:20].